Task: Regression. Given a peptide amino acid sequence and an MHC pseudo amino acid sequence, predict their binding affinity value. This is MHC class I binding data.. Dataset: Peptide-MHC class I binding affinity with 185,985 pairs from IEDB/IMGT (1) The peptide sequence is QQQQQQQQK. The MHC is HLA-A11:01 with pseudo-sequence HLA-A11:01. The binding affinity (normalized) is 0.377. (2) The peptide sequence is PPIPVGDIY. The MHC is HLA-A69:01 with pseudo-sequence HLA-A69:01. The binding affinity (normalized) is 0.0847. (3) The peptide sequence is DYCNVLNKEF. The MHC is HLA-A02:01 with pseudo-sequence HLA-A02:01. The binding affinity (normalized) is 0.0189. (4) The peptide sequence is IVPDIKLDAV. The MHC is HLA-A02:03 with pseudo-sequence HLA-A02:03. The binding affinity (normalized) is 0.779. (5) The peptide sequence is KIQNFRVYY. The MHC is HLA-A80:01 with pseudo-sequence HLA-A80:01. The binding affinity (normalized) is 0.536.